This data is from Peptide-MHC class II binding affinity with 134,281 pairs from IEDB. The task is: Regression. Given a peptide amino acid sequence and an MHC pseudo amino acid sequence, predict their binding affinity value. This is MHC class II binding data. (1) The peptide sequence is EWVAMTKGEGGV. The MHC is DRB1_0301 with pseudo-sequence DRB1_0301. The binding affinity (normalized) is 0. (2) The peptide sequence is KGNKTCGFVDERGLY. The MHC is DRB1_1501 with pseudo-sequence DRB1_1501. The binding affinity (normalized) is 0. (3) The peptide sequence is HPHFPTRYYRITYGE. The MHC is DRB1_0301 with pseudo-sequence DRB1_0301. The binding affinity (normalized) is 0. (4) The peptide sequence is LQIIDKIDAAFKVAA. The MHC is DRB1_0802 with pseudo-sequence QEFFIASGAAVDAIMESGFDYYDFDRLTYHVGFT. The binding affinity (normalized) is 0.653. (5) The peptide sequence is RVIAQGPTATFEAMY. The MHC is DRB1_0401 with pseudo-sequence DRB1_0401. The binding affinity (normalized) is 0.433. (6) The peptide sequence is TKLDSEIKSWLAFAA. The MHC is HLA-DQA10501-DQB10301 with pseudo-sequence HLA-DQA10501-DQB10301. The binding affinity (normalized) is 0.145. (7) The peptide sequence is AEFLENFVRSSNLKF. The MHC is HLA-DQA10102-DQB10602 with pseudo-sequence HLA-DQA10102-DQB10602. The binding affinity (normalized) is 0.172. (8) The peptide sequence is EVKYFAATQFEPLAA. The MHC is DRB1_0701 with pseudo-sequence DRB1_0701. The binding affinity (normalized) is 0.768. (9) The peptide sequence is IRPGLLIGFGLRTLW. The MHC is DRB1_1302 with pseudo-sequence DRB1_1302. The binding affinity (normalized) is 0.